This data is from Reaction yield outcomes from USPTO patents with 853,638 reactions. The task is: Predict the reaction yield, written as a fraction of the theoretical maximum amount of product (1.0 means a 100% yield; for example, 0.34 means a 34% yield). The reactants are [C:1]([C:3]1[CH:4]=[CH:5][C:6]([C:9]2[N:13]([C:14]3[CH:15]=[N:16][CH:17]=[CH:18][CH:19]=3)[N:12]=[C:11]([C:20]([OH:22])=O)[CH:10]=2)=[N:7][CH:8]=1)#[N:2].[C:23]([NH2:27])([CH3:26])([CH3:25])[CH3:24]. No catalyst specified. The product is [C:23]([NH:27][C:20]([C:11]1[CH:10]=[C:9]([C:6]2[CH:5]=[CH:4][C:3]([C:1]#[N:2])=[CH:8][N:7]=2)[N:13]([C:14]2[CH:15]=[N:16][CH:17]=[CH:18][CH:19]=2)[N:12]=1)=[O:22])([CH3:26])([CH3:25])[CH3:24]. The yield is 0.820.